Dataset: NCI-60 drug combinations with 297,098 pairs across 59 cell lines. Task: Regression. Given two drug SMILES strings and cell line genomic features, predict the synergy score measuring deviation from expected non-interaction effect. Drug 1: COC1=C(C=C2C(=C1)N=CN=C2NC3=CC(=C(C=C3)F)Cl)OCCCN4CCOCC4. Drug 2: CN(C)N=NC1=C(NC=N1)C(=O)N. Cell line: A498. Synergy scores: CSS=26.9, Synergy_ZIP=-4.22, Synergy_Bliss=-1.60, Synergy_Loewe=-14.8, Synergy_HSA=-1.30.